Dataset: Forward reaction prediction with 1.9M reactions from USPTO patents (1976-2016). Task: Predict the product of the given reaction. Given the reactants C1(C)C=CC=CC=1.[NH2:8][C:9]1[CH:10]=[C:11]([CH:19]=[CH:20][C:21]=1[N+:22]([O-:24])=[O:23])[C:12]([N:14]([CH2:17][CH3:18])[CH2:15][CH3:16])=[O:13].[CH2:25]([O:27][C:28]1[CH:33]=[CH:32][C:31]([CH2:34][C:35](Cl)=[O:36])=[CH:30][CH:29]=1)[CH3:26], predict the reaction product. The product is: [CH2:17]([N:14]([CH2:15][CH3:16])[C:12]([C:11]1[CH:19]=[CH:20][C:21]([N+:22]([O-:24])=[O:23])=[C:9]([NH:8][C:35](=[O:36])[CH2:34][C:31]2[CH:32]=[CH:33][C:28]([O:27][CH2:25][CH3:26])=[CH:29][CH:30]=2)[CH:10]=1)=[O:13])[CH3:18].